Dataset: Forward reaction prediction with 1.9M reactions from USPTO patents (1976-2016). Task: Predict the product of the given reaction. (1) Given the reactants Br[C:2]1[CH:3]=[C:4]([S:8]([NH:11][C:12]2[CH:21]=[CH:20][C:15]([C:16]([O:18][CH3:19])=[O:17])=[C:14]([OH:22])[CH:13]=2)(=[O:10])=[O:9])[S:5][C:6]=1[Cl:7].[C:23]([C:26]1[CH:27]=[C:28](B(O)O)[CH:29]=[CH:30][CH:31]=1)([OH:25])=[O:24].CCN(C(C)C)C(C)C.C(Cl)Cl.C([O-])([O-])=O.[Na+].[Na+], predict the reaction product. The product is: [Cl:7][C:6]1[S:5][C:4]([S:8](=[O:10])(=[O:9])[NH:11][C:12]2[CH:21]=[CH:20][C:15]([C:16]([O:18][CH3:19])=[O:17])=[C:14]([OH:22])[CH:13]=2)=[CH:3][C:2]=1[C:30]1[CH:31]=[C:26]([CH:27]=[CH:28][CH:29]=1)[C:23]([OH:25])=[O:24]. (2) Given the reactants Br[C:2]1[N:3]=[C:4]([N:7]2[CH2:12][CH2:11][C:10](=[O:13])[CH2:9][CH2:8]2)[S:5][CH:6]=1.CC1(C)C(C)(C)OB([C:22]2[CH:31]=[CH:30][C:29]3[C:28]([CH3:33])([CH3:32])[CH2:27][CH2:26][C:25]([CH3:35])([CH3:34])[C:24]=3[CH:23]=2)O1, predict the reaction product. The product is: [CH3:32][C:28]1([CH3:33])[CH2:27][CH2:26][C:25]([CH3:35])([CH3:34])[C:24]2[CH:23]=[C:22]([C:2]3[N:3]=[C:4]([N:7]4[CH2:12][CH2:11][C:10](=[O:13])[CH2:9][CH2:8]4)[S:5][CH:6]=3)[CH:31]=[CH:30][C:29]1=2. (3) The product is: [Cl:13][C:7]1[CH:8]=[C:9]([OH:12])[CH:10]=[C:11]2[C:6]=1[N:5]=[C:4]([C:14]1[CH:19]=[CH:18][C:17]([OH:20])=[C:16]([F:21])[CH:15]=1)[CH:3]=[C:2]2[C:27]1[CH:28]=[CH:29][C:24]([C:22]#[N:23])=[CH:25][CH:26]=1. Given the reactants Br[C:2]1[C:11]2[C:6](=[C:7]([Cl:13])[CH:8]=[C:9]([OH:12])[CH:10]=2)[N:5]=[C:4]([C:14]2[CH:19]=[CH:18][C:17]([OH:20])=[C:16]([F:21])[CH:15]=2)[CH:3]=1.[C:22]([C:24]1[CH:29]=[CH:28][C:27](B(O)O)=[CH:26][CH:25]=1)#[N:23], predict the reaction product.